From a dataset of Forward reaction prediction with 1.9M reactions from USPTO patents (1976-2016). Predict the product of the given reaction. (1) The product is: [NH:22]1[C:26]2[CH:27]=[CH:28][CH:29]=[CH:30][C:25]=2[N:24]=[C:23]1[CH2:31][CH2:32][CH2:33][O:34][C:6]1[N:5]=[C:4]([NH:12][CH2:13][C:14]2[S:18][C:17]([CH3:19])=[N:16][C:15]=2[CH3:20])[C:3]([CH3:21])=[C:2]([Cl:1])[N:7]=1. Given the reactants [Cl:1][C:2]1[N:7]=[C:6](S(C)(=O)=O)[N:5]=[C:4]([NH:12][CH2:13][C:14]2[S:18][C:17]([CH3:19])=[N:16][C:15]=2[CH3:20])[C:3]=1[CH3:21].[NH:22]1[C:26]2[CH:27]=[CH:28][CH:29]=[CH:30][C:25]=2[N:24]=[C:23]1[CH2:31][CH2:32][CH2:33][OH:34].C[Si]([N-][Si](C)(C)C)(C)C.[Na+], predict the reaction product. (2) Given the reactants O[CH2:2][C:3]1[CH:4]=[C:5]([N:9]2[C:13]([C:14]([O:16][CH2:17][CH3:18])=[O:15])=[CH:12][C:11]([Si:19]([CH3:22])([CH3:21])[CH3:20])=[N:10]2)[CH:6]=[CH:7][CH:8]=1.S(Cl)([Cl:25])=O, predict the reaction product. The product is: [Cl:25][CH2:2][C:3]1[CH:4]=[C:5]([N:9]2[C:13]([C:14]([O:16][CH2:17][CH3:18])=[O:15])=[CH:12][C:11]([Si:19]([CH3:22])([CH3:21])[CH3:20])=[N:10]2)[CH:6]=[CH:7][CH:8]=1.